From a dataset of Full USPTO retrosynthesis dataset with 1.9M reactions from patents (1976-2016). Predict the reactants needed to synthesize the given product. (1) Given the product [C:42]([N:39]1[CH2:40][CH2:41][C:36]2([CH2:35][CH:34]([NH:33][C:4]3[N:5]=[C:6]([O:25][C:22]4[CH:21]=[CH:20][C:19]([O:12][C:13]5[CH:18]=[CH:17][CH:16]=[CH:15][CH:14]=5)=[CH:24][CH:23]=4)[C:7]([C:8]([NH2:10])=[O:9])=[CH:2][N:48]=3)[CH2:37]2)[CH2:38]1)(=[O:46])[CH:43]=[CH2:44], predict the reactants needed to synthesize it. The reactants are: Cl[C:2]1[C:7]([C:8]([NH2:10])=[O:9])=[CH:6][N:5]=[C:4](Cl)C=1.[O:12]([C:19]1[CH:24]=[CH:23][C:22]([OH:25])=[CH:21][CH:20]=1)[C:13]1[CH:18]=[CH:17][CH:16]=[CH:15][CH:14]=1.C([NH:33][CH:34]1[CH2:37][C:36]2([CH2:41][CH2:40][NH:39][CH2:38]2)[CH2:35]1)(OC(C)(C)C)=O.[C:42]([OH:46])(=O)[CH:43]=[CH2:44].C(C1C=CC(C2CCN(C(OC(C)(C)C)=O)CC=2)=NC=1NC1C=CC(CCN2CCCC2)=CC=1)(=O)[NH2:48]. (2) Given the product [Br:8][C:4]1[CH:5]=[CH:6][CH:7]=[C:2]([CH:10]2[CH2:14][CH2:13][CH2:12][CH2:11]2)[N:3]=1, predict the reactants needed to synthesize it. The reactants are: Br[C:2]1[CH:7]=[CH:6][CH:5]=[C:4]([Br:8])[N:3]=1.[Br-].[CH:10]1([Zn+])[CH2:14][CH2:13][CH2:12][CH2:11]1.